From a dataset of Full USPTO retrosynthesis dataset with 1.9M reactions from patents (1976-2016). Predict the reactants needed to synthesize the given product. Given the product [CH2:44]([O:46][C:50]([C:10]1[O:9][C:8]([C:6]2[C:5]([C:14]#[N:15])=[C:4]([S:16][CH3:17])[N:3]=[C:2]([NH2:1])[N:7]=2)=[CH:12][CH:11]=1)=[O:51])[CH3:45], predict the reactants needed to synthesize it. The reactants are: [NH2:1][C:2]1[N:7]=[C:6]([C:8]2[O:9][C:10](Br)=[CH:11][CH:12]=2)[C:5]([C:14]#[N:15])=[C:4]([S:16][CH3:17])[N:3]=1.C1([As](C2C=CC=CC=2)C2C=CC=CC=2)C=CC=CC=1.C(N(CC)CC)C.[CH2:44]([OH:46])[CH3:45].CN([CH:50]=[O:51])C.